Dataset: Catalyst prediction with 721,799 reactions and 888 catalyst types from USPTO. Task: Predict which catalyst facilitates the given reaction. (1) Reactant: [CH2:1]([N:4]1[CH:8]=[C:7]([CH:9]([OH:14])[C:10]([F:13])([F:12])[F:11])[CH:6]=[C:5]1[C:15]#[N:16])[CH:2]=[CH2:3].CC(OI1(OC(C)=O)(OC(C)=O)OC(=O)C2C=CC=CC1=2)=O.C([O-])(O)=O.[Na+]. Product: [CH2:1]([N:4]1[CH:8]=[C:7]([C:9](=[O:14])[C:10]([F:13])([F:11])[F:12])[CH:6]=[C:5]1[C:15]#[N:16])[CH:2]=[CH2:3]. The catalyst class is: 2. (2) Reactant: CS(C[C:6]1[CH:7]=[C:8]([CH2:12][OH:13])[CH:9]=[CH:10][CH:11]=1)(=O)=O.[CH3:14][S:15](CC1C=C(C=CC=1)C(O)=O)(=[O:17])=[O:16].[H-].[Al+3].[Li+].[H-].[H-].[H-].[OH-].[Na+].O1CCC[CH2:37]1. Product: [CH3:14][S:15]([C:6]1[C:7]([CH3:37])=[C:8]([CH2:12][OH:13])[CH:9]=[CH:10][CH:11]=1)(=[O:17])=[O:16]. The catalyst class is: 69.